The task is: Binary Classification. Given a drug SMILES string, predict its activity (active/inactive) in a high-throughput screening assay against a specified biological target.. This data is from KCNQ2 potassium channel screen with 302,405 compounds. (1) The drug is s1c2nc3CCCC(=O)c3cc2c(N)c1C(=O)NCc1ccccc1. The result is 0 (inactive). (2) The compound is S(Cc1c2c([nH]c(=O)c1)cccc2)c1n(c(nn1)COc1ccc(cc1)C)c1ccccc1. The result is 0 (inactive). (3) The molecule is S(CC(=O)N1CCOCC1)c1n(c(nn1)CC(=O)Nc1c(F)cccc1)CC. The result is 0 (inactive). (4) The drug is s1c2ncnc(Nc3c(OC)cc(OC)cc3)c2cc1C. The result is 0 (inactive).